From a dataset of Experimental lipophilicity measurements (octanol/water distribution) for 4,200 compounds from AstraZeneca. Regression/Classification. Given a drug SMILES string, predict its absorption, distribution, metabolism, or excretion properties. Task type varies by dataset: regression for continuous measurements (e.g., permeability, clearance, half-life) or binary classification for categorical outcomes (e.g., BBB penetration, CYP inhibition). For this dataset (lipophilicity_astrazeneca), we predict Y. (1) The Y is 0.150 logD. The molecule is CN(C)S(=O)(=O)c1ccc2c(c1)N(CCN1CCC(NCc3ccc4c(n3)NC(=O)CO4)CC1)C(=O)CO2. (2) The Y is 2.70 logD. The compound is NS(=O)(=O)c1ccc(Nc2nccc(Nc3c(Cl)ccc4c3OCO4)n2)cc1. (3) The molecule is COc1ccc(C(=O)Nc2cc(NC(=O)c3cccc(N(C)C)c3)ccc2C)cc1OC. The Y is 3.12 logD. (4) The drug is Oc1cccc2ccccc12. The Y is 2.50 logD. (5) The compound is O=C1C(CC[S+]([O-])c2ccccc2)C(=O)N(c2ccccc2)N1c1ccccc1. The Y is -0.510 logD. (6) The drug is CS(=O)(=O)c1ccc([C@@H](CC2CCCC2)C(=O)Nc2nccs2)cc1. The Y is 3.86 logD. (7) The compound is CC(C)Nc1nc(C#N)nc(N2CCOCC2)c1N. The Y is 2.04 logD. (8) The compound is CSc1ncccc1C(=O)NCCc1ccc(Cl)cc1. The Y is 3.31 logD. (9) The compound is Cc1ccc(Oc2ccc(C(=O)NCc3ccncc3)cc2)cc1. The Y is 3.65 logD.